From a dataset of Reaction yield outcomes from USPTO patents with 853,638 reactions. Predict the reaction yield, written as a fraction of the theoretical maximum amount of product (1.0 means a 100% yield; for example, 0.34 means a 34% yield). (1) The reactants are [Cl:1][C:2]1[CH:3]=[C:4]2[C:9](=[CH:10][CH:11]=1)[N:8]=[C:7]([NH:12][C:13](=[O:17])OCC)[C:6]([O:18][CH3:19])=[N:5]2.[CH3:20][C:21]1[CH:22]=[C:23]([N:27]2[CH2:32][CH2:31][NH:30][CH2:29][CH2:28]2)[CH:24]=[CH:25][CH:26]=1. No catalyst specified. The product is [Cl:1][C:2]1[CH:3]=[C:4]2[C:9](=[CH:10][CH:11]=1)[N:8]=[C:7]([NH:12][C:13]([N:30]1[CH2:31][CH2:32][N:27]([C:23]3[CH:24]=[CH:25][CH:26]=[C:21]([CH3:20])[CH:22]=3)[CH2:28][CH2:29]1)=[O:17])[C:6]([O:18][CH3:19])=[N:5]2. The yield is 0.970. (2) The reactants are [CH2:1]1[C:10]2[C:5](=[CH:6][CH:7]=[CH:8][CH:9]=2)[CH2:4][CH2:3][O:2]1.[Mn]([O-])(=O)(=O)=[O:12].[K+]. The catalyst is ClCCl.[O-2].[O-2].[Mn+4]. The product is [C:1]1(=[O:12])[C:10]2[C:5](=[CH:6][CH:7]=[CH:8][CH:9]=2)[CH2:4][CH2:3][O:2]1. The yield is 0.800. (3) The reactants are [C:1]([N:5]1[CH2:10][C:9]2([CH2:15][CH2:14][N:13]([C:16]([O:18][C:19]([CH3:22])([CH3:21])[CH3:20])=[O:17])[CH2:12][CH2:11]2)[O:8][CH:7]([CH:23]=[CH2:24])[CH2:6]1)([CH3:4])([CH3:3])[CH3:2].C([O-])=O.[NH4+]. The catalyst is CO.[OH-].[OH-].[Pd+2]. The product is [C:1]([N:5]1[CH2:6][CH:7]([CH2:23][CH3:24])[O:8][C:9]2([CH2:15][CH2:14][N:13]([C:16]([O:18][C:19]([CH3:21])([CH3:20])[CH3:22])=[O:17])[CH2:12][CH2:11]2)[CH2:10]1)([CH3:4])([CH3:2])[CH3:3]. The yield is 0.960. (4) The reactants are [OH-].[Na+].Br[CH2:4][C:5]1[CH:10]=[CH:9][C:8]([C:11]2[CH:16]=[CH:15][CH:14]=[CH:13][C:12]=2[C:17]2[N:21](C(C3C=CC=CC=3)(C3C=CC=CC=3)C3C=CC=CC=3)[N:20]=[N:19][N:18]=2)=[CH:7][CH:6]=1.Cl.[CH2:42]([C:46]1[NH:50][C:49](=[O:51])[C:48]2([CH2:55][CH2:54][CH2:53][CH2:52]2)[N:47]=1)[CH2:43][CH2:44][CH3:45].[OH-].[K+]. The catalyst is O.[Br-].C([N+](CCCC)(CCCC)CCCC)CCC.C1(C)C=CC=CC=1. The product is [CH3:45][CH2:44][CH2:43][CH2:42][C:46]1[N:50]([CH2:4][C:5]2[CH:6]=[CH:7][C:8]([C:11]3[CH:16]=[CH:15][CH:14]=[CH:13][C:12]=3[C:17]3[N:18]=[N:19][NH:20][N:21]=3)=[CH:9][CH:10]=2)[C:49](=[O:51])[C:48]2([CH2:55][CH2:54][CH2:53][CH2:52]2)[N:47]=1. The yield is 0.920. (5) The reactants are [CH2:1]([O:8][C@@H:9]1[C@H:13]([OH:14])[C@@H:12]([CH2:15][OH:16])[O:11][CH2:10]1)[C:2]1[CH:7]=[CH:6][CH:5]=[CH:4][CH:3]=1.N1C=CC=CC=1.[CH3:23][O:24][C:25]1[CH:46]=[CH:45][C:28]([C:29](Cl)([C:38]2[CH:43]=[CH:42][CH:41]=[CH:40][CH:39]=2)[C:30]2[CH:35]=[CH:34][C:33]([O:36][CH3:37])=[CH:32][CH:31]=2)=[CH:27][CH:26]=1. No catalyst specified. The product is [CH2:1]([O:8][C@@H:9]1[C@H:13]([OH:14])[C@@H:12]([CH2:15][O:16][C:29]([C:28]2[CH:45]=[CH:46][C:25]([O:24][CH3:23])=[CH:26][CH:27]=2)([C:30]2[CH:35]=[CH:34][C:33]([O:36][CH3:37])=[CH:32][CH:31]=2)[C:38]2[CH:39]=[CH:40][CH:41]=[CH:42][CH:43]=2)[O:11][CH2:10]1)[C:2]1[CH:7]=[CH:6][CH:5]=[CH:4][CH:3]=1. The yield is 0.700. (6) The reactants are [O:1]([C:8]1[CH:13]=[CH:12][CH:11]=[CH:10][C:9]=1[NH2:14])[C:2]1[CH:7]=[CH:6][CH:5]=[CH:4][CH:3]=1.[CH2:15]1[O:25][C:24]2[C:17](=[C:18]([CH:21]=[CH:22][CH:23]=2)[CH:19]=O)[O:16]1.CO.[BH4-].[Na+]. The catalyst is C(O)=O. The product is [O:25]1[C:24]2[CH:23]=[CH:22][CH:21]=[C:18]([CH2:19][NH:14][C:9]3[CH:10]=[CH:11][CH:12]=[CH:13][C:8]=3[O:1][C:2]3[CH:3]=[CH:4][CH:5]=[CH:6][CH:7]=3)[C:17]=2[O:16][CH2:15]1. The yield is 0.510. (7) The yield is 0.360. The reactants are Cl.[Si]([O:9][C@@H:10]([CH2:20][C@H:21]([O:61][Si](C(C)(C)C)(C)C)/[CH:22]=[CH:23]\[C@H:24]([CH3:60])[C@H:25]([O:52][Si](C(C)(C)C)(C)C)[C@@H:26]([CH3:51])[CH2:27][C@@H:28]([CH3:50])[CH2:29][CH2:30][C@@H:31]([O:42][Si](C(C)(C)C)(C)C)[C@H:32]([CH3:41])[C@@H:33]([OH:40])[C@@H:34]([CH3:39])/[CH:35]=[CH:36]\[CH:37]=[CH2:38])[C@H:11]([CH3:19])/[CH:12]=[CH:13]/[CH:14]=C\C(O)=O)(C(C)(C)C)(C)C.C[CH2:70][O:71][C:72]([CH3:74])=[O:73]. The product is [CH3:70][O:71][C:72](=[O:73])/[CH:74]=[CH:14]\[CH:13]=[CH:12]\[C@@H:11]([CH3:19])[C@@H:10]([OH:9])[CH2:20][C@H:21]([OH:61])/[CH:22]=[CH:23]\[C@H:24]([CH3:60])[C@H:25]([OH:52])[C@@H:26]([CH3:51])[CH2:27][C@@H:28]([CH3:50])[CH2:29][CH2:30][C@@H:31]([OH:42])[C@H:32]([CH3:41])[C@@H:33]([OH:40])[C@@H:34]([CH3:39])/[CH:35]=[CH:36]\[CH:37]=[CH2:38]. The catalyst is C1COCC1.O. (8) The reactants are [C:1]([N:5]1[C:9](=[O:10])[C:8](Cl)=[C:7]([C:12]2[CH:17]=[CH:16][CH:15]=[CH:14][CH:13]=2)[S:6]1(=[O:19])=[O:18])([CH3:4])([CH3:3])[CH3:2].Cl.[CH2:21]([NH2:23])[CH3:22]. The catalyst is CN(C=O)C. The product is [C:1]([N:5]1[C:9](=[O:10])[C:8]([NH:23][CH2:21][CH3:22])=[C:7]([C:12]2[CH:17]=[CH:16][CH:15]=[CH:14][CH:13]=2)[S:6]1(=[O:19])=[O:18])([CH3:4])([CH3:3])[CH3:2]. The yield is 0.550.